This data is from NCI-60 drug combinations with 297,098 pairs across 59 cell lines. The task is: Regression. Given two drug SMILES strings and cell line genomic features, predict the synergy score measuring deviation from expected non-interaction effect. (1) Drug 1: CC1=C2C(C(=O)C3(C(CC4C(C3C(C(C2(C)C)(CC1OC(=O)C(C(C5=CC=CC=C5)NC(=O)C6=CC=CC=C6)O)O)OC(=O)C7=CC=CC=C7)(CO4)OC(=O)C)O)C)OC(=O)C. Drug 2: CN1C2=C(C=C(C=C2)N(CCCl)CCCl)N=C1CCCC(=O)O.Cl. Cell line: DU-145. Synergy scores: CSS=17.9, Synergy_ZIP=3.69, Synergy_Bliss=2.58, Synergy_Loewe=-9.15, Synergy_HSA=1.42. (2) Drug 2: C1CC(=O)NC(=O)C1N2C(=O)C3=CC=CC=C3C2=O. Drug 1: C1=NC2=C(N=C(N=C2N1C3C(C(C(O3)CO)O)F)Cl)N. Cell line: K-562. Synergy scores: CSS=9.71, Synergy_ZIP=-0.570, Synergy_Bliss=-4.76, Synergy_Loewe=0.155, Synergy_HSA=0.0375. (3) Cell line: 786-0. Drug 2: C1CN(P(=O)(OC1)NCCCl)CCCl. Drug 1: C1=NC2=C(N1)C(=S)N=C(N2)N. Synergy scores: CSS=39.9, Synergy_ZIP=2.46, Synergy_Bliss=1.99, Synergy_Loewe=-39.7, Synergy_HSA=1.64. (4) Drug 1: CC1=C2C(C(=O)C3(C(CC4C(C3C(C(C2(C)C)(CC1OC(=O)C(C(C5=CC=CC=C5)NC(=O)C6=CC=CC=C6)O)O)OC(=O)C7=CC=CC=C7)(CO4)OC(=O)C)O)C)OC(=O)C. Drug 2: CC1CCCC2(C(O2)CC(NC(=O)CC(C(C(=O)C(C1O)C)(C)C)O)C(=CC3=CSC(=N3)C)C)C. Cell line: T-47D. Synergy scores: CSS=58.8, Synergy_ZIP=3.75, Synergy_Bliss=5.04, Synergy_Loewe=4.79, Synergy_HSA=6.23. (5) Drug 1: CC1C(C(CC(O1)OC2CC(CC3=C2C(=C4C(=C3O)C(=O)C5=C(C4=O)C(=CC=C5)OC)O)(C(=O)C)O)N)O.Cl. Drug 2: CC=C1C(=O)NC(C(=O)OC2CC(=O)NC(C(=O)NC(CSSCCC=C2)C(=O)N1)C(C)C)C(C)C. Cell line: TK-10. Synergy scores: CSS=43.9, Synergy_ZIP=0.467, Synergy_Bliss=5.10, Synergy_Loewe=0.245, Synergy_HSA=5.51. (6) Drug 1: CCC1(CC2CC(C3=C(CCN(C2)C1)C4=CC=CC=C4N3)(C5=C(C=C6C(=C5)C78CCN9C7C(C=CC9)(C(C(C8N6C=O)(C(=O)OC)O)OC(=O)C)CC)OC)C(=O)OC)O.OS(=O)(=O)O. Drug 2: CC1CCC2CC(C(=CC=CC=CC(CC(C(=O)C(C(C(=CC(C(=O)CC(OC(=O)C3CCCCN3C(=O)C(=O)C1(O2)O)C(C)CC4CCC(C(C4)OC)OCCO)C)C)O)OC)C)C)C)OC. Cell line: HOP-92. Synergy scores: CSS=10.6, Synergy_ZIP=-0.444, Synergy_Bliss=3.48, Synergy_Loewe=-4.47, Synergy_HSA=1.60. (7) Drug 1: CC1=C(C=C(C=C1)NC(=O)C2=CC=C(C=C2)CN3CCN(CC3)C)NC4=NC=CC(=N4)C5=CN=CC=C5. Drug 2: C1C(C(OC1N2C=NC3=C2NC=NCC3O)CO)O. Cell line: A498. Synergy scores: CSS=-1.54, Synergy_ZIP=-0.407, Synergy_Bliss=-2.35, Synergy_Loewe=-0.943, Synergy_HSA=-1.97. (8) Drug 1: C1CCC(CC1)NC(=O)N(CCCl)N=O. Drug 2: C1=CC=C(C(=C1)C(C2=CC=C(C=C2)Cl)C(Cl)Cl)Cl. Cell line: HT29. Synergy scores: CSS=35.0, Synergy_ZIP=6.88, Synergy_Bliss=15.2, Synergy_Loewe=9.51, Synergy_HSA=13.3.